Dataset: Reaction yield outcomes from USPTO patents with 853,638 reactions. Task: Predict the reaction yield, written as a fraction of the theoretical maximum amount of product (1.0 means a 100% yield; for example, 0.34 means a 34% yield). (1) The reactants are [OH:1][CH:2]1[CH2:7][CH2:6][CH:5]([C:8]([O:10][CH2:11][CH3:12])=[O:9])[CH2:4][CH2:3]1.N1C=CN=C1.[C:18]([Si:22](Cl)([C:29]1[CH:34]=[CH:33][CH:32]=[CH:31][CH:30]=1)[C:23]1[CH:28]=[CH:27][CH:26]=[CH:25][CH:24]=1)([CH3:21])([CH3:20])[CH3:19].O. The catalyst is ClCCl. The product is [CH2:11]([O:10][C:8]([CH:5]1[CH2:4][CH2:3][CH:2]([O:1][Si:22]([C:18]([CH3:21])([CH3:20])[CH3:19])([C:29]2[CH:30]=[CH:31][CH:32]=[CH:33][CH:34]=2)[C:23]2[CH:28]=[CH:27][CH:26]=[CH:25][CH:24]=2)[CH2:7][CH2:6]1)=[O:9])[CH3:12]. The yield is 0.890. (2) The yield is 0.910. The product is [F:63][C:58]1[CH:59]=[CH:60][CH:61]=[CH:62][C:57]=1[C:53]1[C:54]2[CH:55]=[CH:16][C:17](=[O:18])[NH:48][C:49]=2[N:50]=[C:51]([S:64][CH3:65])[N:52]=1. The reactants are C1[O:18][CH2:17][CH2:16]OCCOCCOCCOCCOC1.COC(CP(=O)(OCC(F)(F)F)OCC(F)(F)F)=O.C[Si]([N-][Si](C)(C)C)(C)C.[K+].[NH2:48][C:49]1[C:54]([CH:55]=O)=[C:53]([C:57]2[CH:62]=[CH:61][CH:60]=[CH:59][C:58]=2[F:63])[N:52]=[C:51]([S:64][CH3:65])[N:50]=1.[NH4+].[Cl-]. The catalyst is C1(C)C=CC=CC=1.C1COCC1.CCOCC. (3) The reactants are C([O:4][C@H:5]([CH3:24])[CH2:6][CH2:7][CH2:8][CH2:9][N:10]1[C:19](=[O:20])[C:18]2[N:17]([CH3:21])[C:16]([Br:22])=[N:15][C:14]=2[N:13]([CH3:23])[C:11]1=[O:12])(=O)C.Cl. The catalyst is CO.CCOCC. The product is [Br:22][C:16]1[N:17]([CH3:21])[C:18]2[C:19](=[O:20])[N:10]([CH2:9][CH2:8][CH2:7][CH2:6][C@H:5]([OH:4])[CH3:24])[C:11](=[O:12])[N:13]([CH3:23])[C:14]=2[N:15]=1. The yield is 0.910. (4) The reactants are C([O:3][C:4](=[O:48])[CH2:5][CH2:6][CH2:7][O:8][C:9]1[CH:14]=[CH:13][CH:12]=[C:11]([CH2:15][CH2:16][CH2:17][CH2:18][CH2:19][CH2:20][O:21][C:22]2[CH:27]=[C:26]([C:28]3[CH:32]=[CH:31][S:30][CH:29]=3)[CH:25]=[C:24]([O:33][CH2:34][C:35]3[CH:40]=[CH:39][CH:38]=[CH:37][CH:36]=3)[CH:23]=2)[C:10]=1[CH2:41][CH2:42][C:43]([O:45]CC)=[O:44])C.[OH-].[Na+]. No catalyst specified. The product is [CH2:34]([O:33][C:24]1[CH:23]=[C:22]([CH:27]=[C:26]([C:28]2[CH:32]=[CH:31][S:30][CH:29]=2)[CH:25]=1)[O:21][CH2:20][CH2:19][CH2:18][CH2:17][CH2:16][CH2:15][C:11]1[C:10]([CH2:41][CH2:42][C:43]([OH:45])=[O:44])=[C:9]([CH:14]=[CH:13][CH:12]=1)[O:8][CH2:7][CH2:6][CH2:5][C:4]([OH:48])=[O:3])[C:35]1[CH:36]=[CH:37][CH:38]=[CH:39][CH:40]=1. The yield is 0.880. (5) The reactants are [C:1]([C:5]1[NH:6][C:7]2[C:12]([CH:13]=1)=[CH:11][C:10]([N+:14]([O-])=O)=[CH:9][C:8]=2[C:17]([O-:19])=[O:18])([CH3:4])([CH3:3])[CH3:2].[CH3:20]O. The catalyst is [Ni]. The product is [NH2:14][C:10]1[CH:11]=[C:12]2[C:7](=[C:8]([C:17]([O:19][CH3:20])=[O:18])[CH:9]=1)[NH:6][C:5]([C:1]([CH3:4])([CH3:3])[CH3:2])=[CH:13]2. The yield is 0.680. (6) The reactants are [C:1]1([CH3:12])[CH:6]=[CH:5][CH:4]=[CH:3][C:2]=1[O:7][CH2:8][C:9]([OH:11])=O.CCN(C(C)C)C(C)C.[NH2:22][CH2:23][CH:24]([OH:36])[CH2:25][N:26]1[CH2:35][CH2:34][C:33]2[C:28](=[CH:29][CH:30]=[CH:31][CH:32]=2)[CH2:27]1.C1N(P(Cl)(N2C(=O)OCC2)=O)C(=O)OC1. The catalyst is C(Cl)Cl. The product is [CH2:27]1[C:28]2[C:33](=[CH:32][CH:31]=[CH:30][CH:29]=2)[CH2:34][CH2:35][N:26]1[CH2:25][CH:24]([OH:36])[CH2:23][NH:22][C:9](=[O:11])[CH2:8][O:7][C:2]1[CH:3]=[CH:4][CH:5]=[CH:6][C:1]=1[CH3:12]. The yield is 0.370. (7) The reactants are [Cl:1][C:2]1[CH:3]=[N:4][N:5]([CH:18]([CH3:20])[CH3:19])[C:6]=1[C:7]1[CH:12]=[C:11]([N+:13]([O-])=O)[CH:10]=[CH:9][C:8]=1[O:16][CH3:17].O.O.Cl[Sn]Cl. The catalyst is C(O)C. The product is [Cl:1][C:2]1[CH:3]=[N:4][N:5]([CH:18]([CH3:20])[CH3:19])[C:6]=1[C:7]1[CH:12]=[C:11]([NH2:13])[CH:10]=[CH:9][C:8]=1[O:16][CH3:17]. The yield is 0.750.